The task is: Regression. Given two drug SMILES strings and cell line genomic features, predict the synergy score measuring deviation from expected non-interaction effect.. This data is from NCI-60 drug combinations with 297,098 pairs across 59 cell lines. (1) Drug 1: CC1=CC2C(CCC3(C2CCC3(C(=O)C)OC(=O)C)C)C4(C1=CC(=O)CC4)C. Drug 2: CCCCCOC(=O)NC1=NC(=O)N(C=C1F)C2C(C(C(O2)C)O)O. Cell line: OVCAR3. Synergy scores: CSS=-3.89, Synergy_ZIP=1.73, Synergy_Bliss=-0.574, Synergy_Loewe=-4.44, Synergy_HSA=-3.67. (2) Drug 1: CCCS(=O)(=O)NC1=C(C(=C(C=C1)F)C(=O)C2=CNC3=C2C=C(C=N3)C4=CC=C(C=C4)Cl)F. Drug 2: C(CC(=O)O)C(=O)CN.Cl. Cell line: HT29. Synergy scores: CSS=35.1, Synergy_ZIP=-0.0125, Synergy_Bliss=-2.79, Synergy_Loewe=-22.7, Synergy_HSA=-2.10. (3) Synergy scores: CSS=19.5, Synergy_ZIP=-0.928, Synergy_Bliss=4.36, Synergy_Loewe=2.40, Synergy_HSA=5.17. Drug 2: C1C(C(OC1N2C=NC(=NC2=O)N)CO)O. Drug 1: CCCS(=O)(=O)NC1=C(C(=C(C=C1)F)C(=O)C2=CNC3=C2C=C(C=N3)C4=CC=C(C=C4)Cl)F. Cell line: ACHN. (4) Drug 1: C1C(C(OC1N2C=C(C(=O)NC2=O)F)CO)O. Drug 2: COCCOC1=C(C=C2C(=C1)C(=NC=N2)NC3=CC=CC(=C3)C#C)OCCOC.Cl. Cell line: U251. Synergy scores: CSS=15.3, Synergy_ZIP=-7.73, Synergy_Bliss=-3.27, Synergy_Loewe=-2.41, Synergy_HSA=-2.55. (5) Drug 1: CN1CCC(CC1)COC2=C(C=C3C(=C2)N=CN=C3NC4=C(C=C(C=C4)Br)F)OC. Drug 2: CC1=CC2C(CCC3(C2CCC3(C(=O)C)OC(=O)C)C)C4(C1=CC(=O)CC4)C. Cell line: SW-620. Synergy scores: CSS=4.58, Synergy_ZIP=0.266, Synergy_Bliss=3.30, Synergy_Loewe=-3.24, Synergy_HSA=0.122. (6) Drug 1: CN1CCC(CC1)COC2=C(C=C3C(=C2)N=CN=C3NC4=C(C=C(C=C4)Br)F)OC. Drug 2: CC(CN1CC(=O)NC(=O)C1)N2CC(=O)NC(=O)C2. Cell line: SF-295. Synergy scores: CSS=35.1, Synergy_ZIP=-8.41, Synergy_Bliss=3.15, Synergy_Loewe=4.15, Synergy_HSA=4.14. (7) Drug 1: CC1=C(C=C(C=C1)NC2=NC=CC(=N2)N(C)C3=CC4=NN(C(=C4C=C3)C)C)S(=O)(=O)N.Cl. Drug 2: CC1=C(C=C(C=C1)NC(=O)C2=CC=C(C=C2)CN3CCN(CC3)C)NC4=NC=CC(=N4)C5=CN=CC=C5. Cell line: UO-31. Synergy scores: CSS=4.85, Synergy_ZIP=-0.747, Synergy_Bliss=3.33, Synergy_Loewe=0.311, Synergy_HSA=1.03.